This data is from Reaction yield outcomes from USPTO patents with 853,638 reactions. The task is: Predict the reaction yield, written as a fraction of the theoretical maximum amount of product (1.0 means a 100% yield; for example, 0.34 means a 34% yield). (1) The reactants are [NH2:1][C@@H:2]([C:10](=[O:25])[NH:11][C:12]1[CH:17]=[CH:16][C:15]([N:18]2[CH2:23][CH2:22][O:21][CH2:20][C:19]2=[O:24])=[CH:14][CH:13]=1)[CH2:3][P:4](=[O:9])([O:7][CH3:8])[O:5][CH3:6].[Cl:26][C:27]1[CH:32]=[CH:31][C:30]([N:33]=[C:34]=[O:35])=[CH:29][CH:28]=1. The catalyst is ClCCl. The product is [Cl:26][C:27]1[CH:32]=[CH:31][C:30]([NH:33][C:34](=[O:35])[NH:1][C@H:2]([CH2:3][P:4]([O:5][CH3:6])([O:7][CH3:8])=[O:9])[C:10]([NH:11][C:12]2[CH:13]=[CH:14][C:15]([N:18]3[CH2:23][CH2:22][O:21][CH2:20][C:19]3=[O:24])=[CH:16][CH:17]=2)=[O:25])=[CH:29][CH:28]=1. The yield is 1.00. (2) The reactants are [OH-].[Na+].[CH:3]1[CH:8]=[CH:7][CH:6]=[C:5]2[NH:9][C:10]3[C:11](=[CH:12][C:13]4[NH:14][C:15]5[C:20]([C:21]=4[CH:22]=3)=[CH:19][CH:18]=[CH:17][CH:16]=5)[C:4]=12.Br[CH2:24][CH2:25][CH2:26][CH2:27][CH2:28][CH2:29][CH2:30][CH3:31].CS(C)=O. The catalyst is [Cl-].C([N+](CC)(CC)CC)C1C=CC=CC=1.CO. The product is [CH2:24]([N:14]1[C:13]2[C:21](=[CH:22][C:10]3[N:9]([CH2:7][CH2:8][CH2:3][CH2:4][CH2:11][CH2:10][CH2:22][CH3:21])[C:5]4[C:4]([C:11]=3[CH:12]=2)=[CH:3][CH:8]=[CH:7][CH:6]=4)[C:20]2[C:15]1=[CH:16][CH:17]=[CH:18][CH:19]=2)[CH2:25][CH2:26][CH2:27][CH2:28][CH2:29][CH2:30][CH3:31]. The yield is 0.901. (3) The reactants are Br[C:2]1[CH:7]=[CH:6][C:5]([CH:8]([CH3:17])[CH2:9][NH:10][S:11]([CH:14]([CH3:16])[CH3:15])(=[O:13])=[O:12])=[CH:4][CH:3]=1.C([Sn](CCCC)(CCCC)[C:23]1[O:24][CH:25]=[CH:26][CH:27]=1)CCC. The catalyst is O1CCOCC1.C(OCC)C.C1C=CC([P]([Pd]([P](C2C=CC=CC=2)(C2C=CC=CC=2)C2C=CC=CC=2)([P](C2C=CC=CC=2)(C2C=CC=CC=2)C2C=CC=CC=2)[P](C2C=CC=CC=2)(C2C=CC=CC=2)C2C=CC=CC=2)(C2C=CC=CC=2)C2C=CC=CC=2)=CC=1. The product is [O:24]1[CH:25]=[CH:26][CH:27]=[C:23]1[C:2]1[CH:7]=[CH:6][C:5]([CH:8]([CH3:17])[CH2:9][NH:10][S:11]([CH:14]([CH3:16])[CH3:15])(=[O:13])=[O:12])=[CH:4][CH:3]=1. The yield is 0.510. (4) The reactants are [O:1]=[C:2]1[C:11]2[C:6](=[CH:7][CH:8]=[CH:9][CH:10]=2)[C:5]2[CH2:12][C:13]3[CH:14]=[C:15]([N+:19]([O-])=O)[CH:16]=[CH:17][C:18]=3[C:4]=2[NH:3]1.C([O-])=O.[NH4+]. The catalyst is CN(C=O)C.[Pd]. The product is [O:1]=[C:2]1[C:11]2[C:6](=[CH:7][CH:8]=[CH:9][CH:10]=2)[C:5]2[CH2:12][C:13]3[CH:14]=[C:15]([NH2:19])[CH:16]=[CH:17][C:18]=3[C:4]=2[NH:3]1. The yield is 0.680. (5) The reactants are [OH:1][C:2]1[CH:3]=[C:4]([CH:8]=[CH:9][C:10]=1[F:11])[C:5]([OH:7])=O.C(N(CC)CC)C.CCN=C=NCCCN(C)C.Cl.[CH3:31][NH:32][O:33][CH3:34]. The catalyst is C(Cl)Cl. The product is [F:11][C:10]1[CH:9]=[CH:8][C:4]([C:5]([N:32]([O:33][CH3:34])[CH3:31])=[O:7])=[CH:3][C:2]=1[OH:1]. The yield is 0.740. (6) The reactants are [C:1]([NH:6][CH2:7][CH2:8][CH2:9][CH2:10][CH2:11][CH2:12][CH2:13][CH2:14][CH2:15][CH2:16][C:17]([OH:19])=[O:18])(=[O:5])[C:2]([CH3:4])=[CH2:3].[C:20]([O:25][CH2:26][CH2:27][N:28]([CH3:30])[CH3:29])(=[O:24])[C:21]([CH3:23])=[CH2:22].N(C(C)(C)C#N)=NC(C)(C)C#N. The catalyst is CO. The product is [C:1]([NH:6][CH2:7][CH2:8][CH2:9][CH2:10][CH2:11][CH2:12][CH2:13][CH2:14][CH2:15][CH2:16][C:17]([OH:19])=[O:18])(=[O:5])[C:2]([CH3:4])=[CH2:3].[C:20]([O:25][CH2:26][CH2:27][N:28]([CH3:30])[CH3:29])(=[O:24])[C:21]([CH3:23])=[CH2:22]. The yield is 0.389. (7) The reactants are [CH:1]([N:4]1[CH2:9][CH2:8][CH:7]([O:10][C:11]2[CH:19]=[CH:18][C:17]3[N:16]4[CH2:20][CH2:21][NH:22][C:23](=[O:24])[C:15]4=[CH:14][C:13]=3[CH:12]=2)[CH2:6][CH2:5]1)([CH3:3])[CH3:2].[H-].[Na+].[F:27][C:28]([F:38])([F:37])[C:29]1[CH:36]=[CH:35][C:32]([CH2:33]Br)=[CH:31][CH:30]=1. No catalyst specified. The product is [CH:1]([N:4]1[CH2:9][CH2:8][CH:7]([O:10][C:11]2[CH:19]=[CH:18][C:17]3[N:16]4[CH2:20][CH2:21][N:22]([CH2:33][C:32]5[CH:31]=[CH:30][C:29]([C:28]([F:27])([F:37])[F:38])=[CH:36][CH:35]=5)[C:23](=[O:24])[C:15]4=[CH:14][C:13]=3[CH:12]=2)[CH2:6][CH2:5]1)([CH3:3])[CH3:2]. The yield is 0.740. (8) The reactants are [Cl:1][C:2]1[C:7]([C:8]2[CH:13]=[CH:12][CH:11]=[C:10]([CH:14]=O)[CH:9]=2)=[CH:6][C:5]([CH2:16][NH:17][C:18]([C:20]2[CH:25]=[CH:24][CH:23]=[C:22]([C:26]([NH:28][CH2:29][C:30]3[C:31]([NH:43][CH:44]4[CH2:49][CH2:48][O:47][CH2:46][CH2:45]4)=[C:32]4[CH:40]=[N:39][N:38]([CH2:41][CH3:42])[C:33]4=[N:34][C:35]=3[CH2:36][CH3:37])=[O:27])[N:21]=2)=[O:19])=[CH:4][CH:3]=1.[CH3:50][N:51]1[CH2:56][CH2:55][NH:54][CH2:53][CH2:52]1.C(O[BH-](OC(=O)C)OC(=O)C)(=O)C.[Na+].C(O)(=O)C. The catalyst is C(Cl)Cl. The product is [Cl:1][C:2]1[C:7]([C:8]2[CH:13]=[CH:12][CH:11]=[C:10]([CH2:14][N:54]3[CH2:55][CH2:56][N:51]([CH3:50])[CH2:52][CH2:53]3)[CH:9]=2)=[CH:6][C:5]([CH2:16][NH:17][C:18]([C:20]2[CH:25]=[CH:24][CH:23]=[C:22]([C:26]([NH:28][CH2:29][C:30]3[C:31]([NH:43][CH:44]4[CH2:45][CH2:46][O:47][CH2:48][CH2:49]4)=[C:32]4[CH:40]=[N:39][N:38]([CH2:41][CH3:42])[C:33]4=[N:34][C:35]=3[CH2:36][CH3:37])=[O:27])[N:21]=2)=[O:19])=[CH:4][CH:3]=1. The yield is 0.338.